Task: Predict the product of the given reaction.. Dataset: Forward reaction prediction with 1.9M reactions from USPTO patents (1976-2016) (1) Given the reactants [Br:1][C:2]1[CH:3]=[C:4]([CH:8]=[CH:9][C:10]=1[CH:11]=O)[C:5]([OH:7])=[O:6].[C:13]([O:19][CH3:20])(=[O:18])[CH2:14][C:15]([CH3:17])=O.[F:21][C:22]([F:34])([F:33])[C:23]1[CH:24]=[C:25]([NH:29][C:30]([NH2:32])=[S:31])[CH:26]=[CH:27][CH:28]=1, predict the reaction product. The product is: [CH3:20][O:19][C:13]([C:14]1[CH:11]([C:10]2[CH:9]=[CH:8][C:4]([C:5]([OH:7])=[O:6])=[CH:3][C:2]=2[Br:1])[NH:32][C:30](=[S:31])[N:29]([C:25]2[CH:26]=[CH:27][CH:28]=[C:23]([C:22]([F:21])([F:34])[F:33])[CH:24]=2)[C:15]=1[CH3:17])=[O:18]. (2) Given the reactants [CH3:1][CH:2]([CH3:17])[CH2:3][CH2:4][S:5][C:6]1[CH:11]=[CH:10][CH:9]=[CH:8][C:7]=1/[CH:12]=[CH:13]/[C:14]([OH:16])=O.[NH:18]1[CH2:23][CH2:22][CH:21]([OH:24])[CH2:20][CH2:19]1, predict the reaction product. The product is: [CH3:17][CH:2]([CH3:1])[CH2:3][CH2:4][S:5][C:6]1[CH:11]=[CH:10][CH:9]=[CH:8][C:7]=1/[CH:12]=[CH:13]/[C:14]([N:18]1[CH2:23][CH2:22][CH:21]([OH:24])[CH2:20][CH2:19]1)=[O:16].